From a dataset of Catalyst prediction with 721,799 reactions and 888 catalyst types from USPTO. Predict which catalyst facilitates the given reaction. (1) The catalyst class is: 36. Reactant: C([N:4]1[C:12]2[C:7](=[CH:8][CH:9]=[CH:10][CH:11]=2)[C:6](=[C:13](Cl)[C:14]2[CH:19]=[CH:18][CH:17]=[CH:16][CH:15]=2)[C:5]1=[O:21])(=O)C.[CH3:22][NH:23][C:24]1[CH:31]=[CH:30][C:27]([C:28]#[N:29])=[CH:26][CH:25]=1.[OH-].[Na+]. Product: [C:28]([C:27]1[CH:30]=[CH:31][C:24]([N:23]([C:13](=[C:6]2[C:7]3[C:12](=[CH:11][CH:10]=[CH:9][CH:8]=3)[NH:4][C:5]2=[O:21])[C:14]2[CH:15]=[CH:16][CH:17]=[CH:18][CH:19]=2)[CH3:22])=[CH:25][CH:26]=1)#[N:29]. (2) Reactant: [Br:1][C:2]1[CH:7]=[CH:6][C:5](I)=[C:4]([CH3:9])[CH:3]=1.C([Mg]Br)(C)C.[C:15]1(=[O:21])[O:20][C:18](=[O:19])[CH2:17][CH2:16]1. Product: [Br:1][C:2]1[CH:7]=[CH:6][C:5]([C:15](=[O:21])[CH2:16][CH2:17][C:18]([OH:20])=[O:19])=[C:4]([CH3:9])[CH:3]=1. The catalyst class is: 1. (3) Reactant: [H-].[Na+].[CH:3]([C:6]1[C:7]([O:18][CH3:19])=[CH:8][C:9]([CH3:17])=[C:10]([CH2:12][C:13]([O:15][CH3:16])=[O:14])[CH:11]=1)([CH3:5])[CH3:4].[Cl:20][CH2:21][CH2:22][CH2:23]I.C(OCC)(=O)C. Product: [Cl:20][CH2:21][CH2:22][CH2:23][CH:12]([C:10]1[CH:11]=[C:6]([CH:3]([CH3:5])[CH3:4])[C:7]([O:18][CH3:19])=[CH:8][C:9]=1[CH3:17])[C:13]([O:15][CH3:16])=[O:14]. The catalyst class is: 9. (4) Reactant: [C:1]([O:5][C:6]([N:8]1[C:13]2[CH:14]=[C:15]([Cl:22])[C:16]([N:18]([C:20]#[N:21])[CH3:19])=[CH:17][C:12]=2[O:11][CH:10]([C:23](=[O:42])[N:24]([CH2:26][CH2:27][C:28]([C:40]#[N:41])([CH2:38][CH3:39])[CH2:29]/[C:30](/[CH:36]=[CH2:37])=[CH:31]/[CH:32]=[C:33](/[F:35])\[CH3:34])[CH3:25])[CH2:9]1)=[O:7])([CH3:4])([CH3:3])[CH3:2].[N-:43]=[N+:44]=[N-:45].[Na+].[Cl-].[NH4+]. Product: [C:1]([O:5][C:6]([N:8]1[C:13]2[CH:14]=[C:15]([Cl:22])[C:16]([N:18]([CH3:19])[C:20]3[N:43]=[N:44][NH:45][N:21]=3)=[CH:17][C:12]=2[O:11][CH:10]([C:23](=[O:42])[N:24]([CH2:26][CH2:27][C:28]([C:40]#[N:41])([CH2:38][CH3:39])[CH2:29]/[C:30](/[CH:36]=[CH2:37])=[CH:31]/[CH:32]=[C:33](/[F:35])\[CH3:34])[CH3:25])[CH2:9]1)=[O:7])([CH3:2])([CH3:3])[CH3:4]. The catalyst class is: 18.